This data is from Full USPTO retrosynthesis dataset with 1.9M reactions from patents (1976-2016). The task is: Predict the reactants needed to synthesize the given product. Given the product [CH3:1][N:2]1[C:6]([C:7](=[N:14][O:15][CH2:16][C:17]2[N:22]=[C:21]([CH2:23][NH2:24])[CH:20]=[CH:19][CH:18]=2)[C:8]2[CH:9]=[CH:10][CH:11]=[CH:12][CH:13]=2)=[N:5][N:4]=[N:3]1, predict the reactants needed to synthesize it. The reactants are: [CH3:1][N:2]1[C:6]([C:7](=[N:14][O:15][CH2:16][C:17]2[N:22]=[C:21]([CH2:23][N:24]3C(=O)C4C(=CC=CC=4)C3=O)[CH:20]=[CH:19][CH:18]=2)[C:8]2[CH:13]=[CH:12][CH:11]=[CH:10][CH:9]=2)=[N:5][N:4]=[N:3]1.O.NN.